From a dataset of Catalyst prediction with 721,799 reactions and 888 catalyst types from USPTO. Predict which catalyst facilitates the given reaction. (1) Reactant: [CH3:1][O:2][C:3]1[CH:4]=[CH:5][C:6](C=O)=[CH:7][CH:8]=1.[C:11]([NH:14][CH2:15][C:16]([OH:18])=[O:17])(=O)[CH3:12].[C:19]([O-])(=O)C.[Na+]. Product: [CH3:1][O:2][C:3]1[CH:8]=[CH:7][CH:6]=[CH:5][C:4]=1[CH:19]=[C:15]1[C:16](=[O:17])[O:18][C:11]([CH3:12])=[N:14]1. The catalyst class is: 152. (2) Reactant: [F:1][C:2]1[CH:3]=[CH:4][C:5]([N+:9]([O-:11])=[O:10])=[C:6]([OH:8])[CH:7]=1.C(N(CC)CC)C.[F:19][C:20]([F:33])([F:32])[S:21](O[S:21]([C:20]([F:33])([F:32])[F:19])(=[O:23])=[O:22])(=[O:23])=[O:22]. Product: [F:1][C:2]1[CH:3]=[CH:4][C:5]([N+:9]([O-:11])=[O:10])=[C:6]([O:8][S:21]([C:20]([F:33])([F:32])[F:19])(=[O:23])=[O:22])[CH:7]=1. The catalyst class is: 34. (3) Reactant: [CH2:1]1[C:6]2[CH:7]=[CH:8][C:9]([C:11]([OH:13])=O)=[CH:10][C:5]=2[C:3](=[O:4])[CH2:2]1.C(N1C=CN=C1)(N1C=CN=C1)=O.[CH3:26][O:27][CH2:28][CH2:29][NH2:30]. Product: [CH3:26][O:27][CH2:28][CH2:29][NH:30][C:11]([C:9]1[CH:10]=[C:5]2[C:6](=[CH:7][CH:8]=1)[CH2:1][CH2:2][C:3]2=[O:4])=[O:13]. The catalyst class is: 204.